From a dataset of Orexin1 receptor HTS with 218,158 compounds and 233 confirmed actives. Binary Classification. Given a drug SMILES string, predict its activity (active/inactive) in a high-throughput screening assay against a specified biological target. (1) The result is 0 (inactive). The drug is Clc1cc(Sc2c([N+]([O-])=O)cc(C(=O)N3CCN(CC3)c3ncccc3)cc2)ccc1. (2) The compound is Brc1cc(C2C(NN=C2C(=O)c2ccc(Br)cc2)C(OC)=O)ccc1. The result is 0 (inactive).